Dataset: Experimentally validated miRNA-target interactions with 360,000+ pairs, plus equal number of negative samples. Task: Binary Classification. Given a miRNA mature sequence and a target amino acid sequence, predict their likelihood of interaction. (1) Result: 1 (interaction). The miRNA is hsa-miR-5194 with sequence UGAGGGGUUUGGAAUGGGAUGG. The protein sequence of the target gene is MIRHAGAPARGDPTGPVPVVGKGEEEEEEDGMRLCLPANPKNCLPHRRGISILEKLIKTCPVWLQLSLGQAEVARILHRVVAGMFLVRRDSSSKQLVLCVHFPSLNESSAEVLEYTIKEEKSILYLEGSALVFEDIFRLIAFYCVSRDLLPFTLRLPQAILEASSFTDLETIANLGLGFWDSSLNPPQERGKPAEPPRDRAPGFPLVSSLRPTAHDANCACEIELSVGNDRLWFVNPIFIEDCSSALPTDQPPLGNCPARPLPPTSDATSPTSRWAPRRPPPPPPVLPLQPCSPAQPPVL.... (2) The miRNA is hsa-miR-4775 with sequence UUAAUUUUUUGUUUCGGUCACU. The protein sequence of the target gene is MAEQLLPQALYLSNMRKAVKIRERTPEDIFKPTNGIIYHFKTMHRYTLEMFRTCQFCPQFREIIHKALIDRSVQASLESQKKLNWCREVRKLVALKTNGDGNCLMHAACQYMWGVQDTDLVLRKALCSTLKETDTRNFKFRWQLESLKSQEFVETGLCYDTRNWNDEWDNLVKMASADTPAARSGLQYNSLEEIHIFVLSNILRRPIIVISDKMLRSLESGSNFAPLKVGGIYLPLHWPAQECYRYPIVLGYDSQHFVPLVTLKDSGPELRAVPLVNRDRGRFEDLKVHFLTDPENEMKE.... Result: 0 (no interaction). (3) The miRNA is cel-miR-79-3p with sequence AUAAAGCUAGGUUACCAAAGCU. The protein sequence of the target gene is MAVVSEDDFQHSSNSTYRTTSSSLRADQEALLEKLLDRPPPGLQRPEDRFCGTYIIFFSLGIGSLLPWNFFITAKEYWMFKLRNSSSPATGEDPEGSDILNYFESYLAVASTVPSMLCLVANFLLVNRVAVHIRVLASLTVILAIFMVITALVKVDTSSWTRGFFAVTIVCMVILSGASTVFSSSIYGMTGSFPMRNSQALISGGAMGGTVSAVASLVDLAASSDVRNSALAFFLTATVFLVLCMGLYLLLSRLEYARYYMRPVLAAHVFSGEEELPQDSLSAPSVASRFIDSHTPPLRP.... Result: 0 (no interaction). (4) The miRNA is hsa-miR-3928-5p with sequence UGAAGCUCUAAGGUUCCGCCUGC. The protein sequence of the target gene is MLCLCLYVPIAGAAQTEFQYFESKGLPAELKSIFKLSVFIPSQEFSTYRQWKQKIVQAGDKDLDGQLDFEEFVHYLQDHEKKLRLVFKSLDKKNDGRIDAQEIMQSLRDLGVKISEQQAEKILKSMDKNGTMTIDWNEWRDYHLLHPVENIPEIILYWKHSTIFDVGENLTVPDEFTVEERQTGMWWRHLVAGGGAGAVSRTCTAPLDRLKVLMQVHASRSNNMCIVGGFTQMIREGGAKSLWRGNGINVLKIAPESAIKFMAYEQMKRLVGSDQETLRIHERLVAGSLAGAIAQSSIYP.... Result: 0 (no interaction). (5) The miRNA is cel-miR-62 with sequence UGAUAUGUAAUCUAGCUUACAG. The protein sequence of the target gene is MGLPGLFCLAVLAASSFSKAREEEITPVVSIAYKVLEVFPKGRWVLITCCAPQPPPPITYSLCGTKNIKVAKKVVKTHEPASFNLNVTLKSSPDLLTYFCWASSTSGAHVDSARLQMHWELWSKPVSELRANFTLQDRGAGPRVEMICQASSGSPPITNSLIGKDGQVHLQQRPCHRQPANFSFLPSQTSDWFWCQAANNANVQHSALTVVPPGGDQKMEDWQGPLESPILALPLYRSTRRLSEEEFGGFRIGNGEVRGRKAAAM. Result: 0 (no interaction). (6) The miRNA is mmu-miR-185-5p with sequence UGGAGAGAAAGGCAGUUCCUGA. The protein sequence of the target gene is MYNTVWSMDRDDADWREVMMPYSTELIFYIEMDPPALPPKPPKPMTPAVTNGMKDSFISLQDAEWYWGDISREEVNDKLRDMPDGTFLVRDASTKMQGDYTLTLRKGGNNKLIKIYHRDGKYGFSEPLTFTSVVELINHYHHESLAQYNPKLDVKLTYPVSRFQQDQLVKEDNIDAVGKNLQEFHSQYQEKSKEYDRLYEEYTRTSQEIQMKRTAIEAFNETIKIFEEQCHTQEQHSKDYIERFRREGNEKEIERIMMNYDKLKSRLGEIHDSKLRLEQDLKKQALDNREIDKKMNSIKP.... Result: 0 (no interaction). (7) The miRNA is hsa-miR-4722-3p with sequence ACCUGCCAGCACCUCCCUGCAG. The protein sequence of the target gene is MSGRQRTLFQTWGSSISRSSGTPGCSSGTERPQSPGSSKAPLPAAAEAQLESDDDVLLVAAYEAERQLCLENGGFCTSAGALWIYPTNCPVRDYQLHISRAALFCNTLVCLPTGLGKTFIAAVVMYNFYRWFPSGKVVFMAPTKPLVTQQIEACYQVMGIPQSHMAEMTGSTQASTRKEIWCSKRVLFLTPQVMVNDLSRGACPAAEIKCLVIDEAHKALGNYAYCQVVRELVKYTNHFRILALSATPGSDIKAVQQVITNLLIGQIELRSEDSPDILTYSHERKVEKLIVPLGEELAAI.... Result: 1 (interaction).